This data is from Forward reaction prediction with 1.9M reactions from USPTO patents (1976-2016). The task is: Predict the product of the given reaction. Given the reactants CCN(C(C)C)C(C)C.CCCCCC.C([Li])CCC.[Br:21][C:22]1[CH:23]=[C:24]([F:30])[C:25]([O:28][CH3:29])=[N:26][CH:27]=1.[CH:31]1([CH:36]=[O:37])[CH2:35][CH2:34][CH2:33][CH2:32]1.[Cl-].[NH4+], predict the reaction product. The product is: [Br:21][C:22]1[C:23]([CH:36]([CH:31]2[CH2:35][CH2:34][CH2:33][CH2:32]2)[OH:37])=[C:24]([F:30])[C:25]([O:28][CH3:29])=[N:26][CH:27]=1.